This data is from Reaction yield outcomes from USPTO patents with 853,638 reactions. The task is: Predict the reaction yield, written as a fraction of the theoretical maximum amount of product (1.0 means a 100% yield; for example, 0.34 means a 34% yield). (1) The reactants are C[O:2][C:3]1(OC)[CH2:8][CH2:7][N:6]([C:9]2[CH:14]=[CH:13][C:12]([N:15]3[CH2:19][C@@H:18]([CH2:20][N:21]=[N+:22]=[N-:23])[O:17][C:16]3=[O:24])=[CH:11][CH:10]=2)[CH2:5][CH:4]1[F:25].CSC.C(Cl)(=O)C. The catalyst is O1CCCC1. The product is [O:2]=[C:3]1[CH2:8][CH2:7][N:6]([C:9]2[CH:10]=[CH:11][C:12]([N:15]3[CH2:19][C@@H:18]([CH2:20][N:21]=[N+:22]=[N-:23])[O:17][C:16]3=[O:24])=[CH:13][CH:14]=2)[CH2:5][CH:4]1[F:25]. The yield is 0.670. (2) The yield is 0.310. The product is [Cl:1][C:2]1[CH:7]=[CH:6][C:5]([C:8]2([OH:41])[CH2:13][CH2:12][N:11]([CH2:14][CH2:15][CH:16]=[C:17]3[C:23]4[CH:24]=[CH:25][CH:26]=[N:27][C:22]=4[CH2:21][O:20][C:19]4[CH:28]=[CH:29][C:30]([O:32][C:33]([CH3:38])([CH3:37])[C:34]([NH2:44])=[O:35])=[CH:31][C:18]3=4)[CH2:10][C:9]2([CH3:39])[CH3:40])=[CH:4][CH:3]=1. The reactants are [Cl:1][C:2]1[CH:7]=[CH:6][C:5]([C:8]2([OH:41])[CH2:13][CH2:12][N:11]([CH2:14][CH2:15][CH:16]=[C:17]3[C:23]4[CH:24]=[CH:25][CH:26]=[N:27][C:22]=4[CH2:21][O:20][C:19]4[CH:28]=[CH:29][C:30]([O:32][C:33]([CH3:38])([CH3:37])[C:34](O)=[O:35])=[CH:31][C:18]3=4)[CH2:10][C:9]2([CH3:40])[CH3:39])=[CH:4][CH:3]=1.Cl.C[N:44](C)CCCN=C=NCC.ON1C2C=CC=CC=2N=N1.[OH-].[NH4+]. The catalyst is CN(C)C=O.C(Cl)(Cl)Cl.C(N(CC)CC)C. (3) The reactants are Cl.[OH:2][CH:3]([CH2:31][OH:32])[CH2:4][O:5][C:6]1[CH:11]=[CH:10][C:9]([CH2:12][CH2:13][CH2:14][CH2:15][NH:16][C:17]([NH:19][C:20]([C:22]2[C:27]([NH2:28])=[N:26][C:25]([NH2:29])=[C:24]([Cl:30])[N:23]=2)=[O:21])=[NH:18])=[CH:8][CH:7]=1.CO.O.[C:36]1(C)[CH:41]=CC(S(O)(=O)=O)=C[CH:37]=1. The catalyst is CC(C)=O. The product is [CH3:37][C:36]1([CH3:41])[O:2][CH:3]([CH2:4][O:5][C:6]2[CH:7]=[CH:8][C:9]([CH2:12][CH2:13][CH2:14][CH2:15][NH:16][C:17]([NH:19][C:20]([C:22]3[C:27]([NH2:28])=[N:26][C:25]([NH2:29])=[C:24]([Cl:30])[N:23]=3)=[O:21])=[NH:18])=[CH:10][CH:11]=2)[CH2:31][O:32]1. The yield is 0.810. (4) The reactants are [CH2:1]([C:5]1[N:10]2[N:11]=[CH:12][N:13]=[C:9]2[NH:8][C:7](=[O:14])[C:6]=1[CH2:15][C:16]1[C:21]([F:22])=[CH:20][C:19]([C:23]2[C:24]([C:29]#[N:30])=[CH:25][CH:26]=[CH:27][CH:28]=2)=[CH:18][C:17]=1[F:31])[CH2:2][CH2:3][CH3:4].Cl[CH2:33][O:34][CH3:35].C(=O)([O-])[O-].[K+].[K+].CN(C)C=O. The catalyst is C(OCC)(=O)C. The product is [CH2:1]([C:5]1[N:10]2[N:11]=[CH:12][N:13]=[C:9]2[N:8]([CH2:33][O:34][CH3:35])[C:7](=[O:14])[C:6]=1[CH2:15][C:16]1[C:21]([F:22])=[CH:20][C:19]([C:23]2[C:24]([C:29]#[N:30])=[CH:25][CH:26]=[CH:27][CH:28]=2)=[CH:18][C:17]=1[F:31])[CH2:2][CH2:3][CH3:4]. The yield is 0.790. (5) The reactants are [Cl:1][C:2]1[CH:3]=[C:4]([N:8]2[CH:12]=[C:11]([C:13](OCC)=[O:14])[CH:10]=[N:9]2)[CH:5]=[CH:6][CH:7]=1.[H-].[H-].[H-].[H-].[Li+].[Al+3]. The catalyst is CCOCC. The product is [Cl:1][C:2]1[CH:3]=[C:4]([N:8]2[CH:12]=[C:11]([CH2:13][OH:14])[CH:10]=[N:9]2)[CH:5]=[CH:6][CH:7]=1. The yield is 0.970.